From a dataset of Catalyst prediction with 721,799 reactions and 888 catalyst types from USPTO. Predict which catalyst facilitates the given reaction. (1) Reactant: [CH2:1]([Mg]Br)[CH3:2].C([C:7]1[CH:8]=[N:9][CH:10]=[N:11][CH:12]=1)#C.[Cl:13][C:14]1[CH:19]=[CH:18][CH:17]=[CH:16][C:15]=1[C:20]1[O:24][N:23]=[C:22]([CH2:25][O:26][CH:27]2[CH2:32][CH2:31][CH2:30][CH2:29][O:28]2)[C:21]=1[CH:33]=[O:34]. Product: [Cl:13][C:14]1[CH:19]=[CH:18][CH:17]=[CH:16][C:15]=1[C:20]1[O:24][N:23]=[C:22]([CH2:25][O:26][CH:27]2[CH2:32][CH2:31][CH2:30][CH2:29][O:28]2)[C:21]=1[CH:33]([OH:34])[C:1]#[C:2][C:10]1[N:11]=[CH:12][CH:7]=[CH:8][N:9]=1. The catalyst class is: 385. (2) Reactant: [H-].[Na+].[C:3]([O:9]CC)(=O)[CH2:4][C:5]([CH3:7])=O.[Cl:12][C:13]1[N:14]=C(Cl)C2[CH:21]=[CH:20][S:19][C:17]=2[N:18]=1.[NH4+:23].[OH-]. Product: [Cl:12][C:13]1[N:14]=[C:5]([CH2:4][C:3]([NH2:23])=[O:9])[C:7]2[CH:21]=[CH:20][S:19][C:17]=2[N:18]=1. The catalyst class is: 1. (3) Reactant: [N+:1]([C:4]1[CH:5]=[C:6]2[C:10](=[CH:11][CH:12]=1)[NH:9][N:8]=[CH:7]2)([O-:3])=[O:2].C(N(CC)CC)C.[C:20](Cl)(=[O:25])[C:21]([CH3:24])([CH3:23])[CH3:22]. Product: [CH3:22][C:21]([CH3:24])([CH3:23])[C:20]([N:9]1[C:10]2[C:6](=[CH:5][C:4]([N+:1]([O-:3])=[O:2])=[CH:12][CH:11]=2)[CH:7]=[N:8]1)=[O:25]. The catalyst class is: 7. (4) Reactant: [F:1][C:2]1[CH:7]=[CH:6][C:5]([CH2:8][O:9][C:10]2[CH:18]=[C:17]([C:19]([N:21]3[CH2:26][CH2:25][O:24][CH2:23][CH2:22]3)=[O:20])[C:16]([C:27]3[CH:28]=[N:29][N:30]([CH3:32])[CH:31]=3)=[CH:15][C:11]=2[C:12]([OH:14])=O)=[CH:4][CH:3]=1.C(N(C(C)C)CC)(C)C.[NH2:42][C:43]1[CH:44]=[N:45][CH:46]=[CH:47][CH:48]=1.CN(C(ON1N=NC2C=CC=NC1=2)=[N+](C)C)C.F[P-](F)(F)(F)(F)F. The catalyst class is: 9. Product: [F:1][C:2]1[CH:3]=[CH:4][C:5]([CH2:8][O:9][C:10]2[CH:18]=[C:17]([C:19]([N:21]3[CH2:22][CH2:23][O:24][CH2:25][CH2:26]3)=[O:20])[C:16]([C:27]3[CH:28]=[N:29][N:30]([CH3:32])[CH:31]=3)=[CH:15][C:11]=2[C:12]([NH:42][C:43]2[CH:44]=[N:45][CH:46]=[CH:47][CH:48]=2)=[O:14])=[CH:6][CH:7]=1. (5) Reactant: [F:1][C:2]1[C:10]2[N:9]=[C:8]([O:11][C@H:12]3[C@H:16]4[O:17][CH2:18][C@@H:19]([OH:20])[C@H:15]4[O:14][CH2:13]3)[NH:7][C:6]=2[CH:5]=[C:4]([F:21])[C:3]=1I.CC1(C)C(C)(C)OB([C:31]2[CH:36]=[CH:35][C:34]([C:37]3([OH:41])[CH2:40][CH2:39][CH2:38]3)=[CH:33][CH:32]=2)O1.[OH-].[Li+].CCOC(C)=O. Product: [F:1][C:2]1[C:10]2[N:9]=[C:8]([O:11][C@H:12]3[C@H:16]4[O:17][CH2:18][C@@H:19]([OH:20])[C@H:15]4[O:14][CH2:13]3)[NH:7][C:6]=2[CH:5]=[C:4]([F:21])[C:3]=1[C:31]1[CH:36]=[CH:35][C:34]([C:37]2([OH:41])[CH2:40][CH2:39][CH2:38]2)=[CH:33][CH:32]=1. The catalyst class is: 127.